This data is from NCI-60 drug combinations with 297,098 pairs across 59 cell lines. The task is: Regression. Given two drug SMILES strings and cell line genomic features, predict the synergy score measuring deviation from expected non-interaction effect. (1) Drug 1: CNC(=O)C1=CC=CC=C1SC2=CC3=C(C=C2)C(=NN3)C=CC4=CC=CC=N4. Drug 2: CC12CCC3C(C1CCC2OP(=O)(O)O)CCC4=C3C=CC(=C4)OC(=O)N(CCCl)CCCl.[Na+]. Cell line: SF-539. Synergy scores: CSS=3.59, Synergy_ZIP=-6.46, Synergy_Bliss=-9.79, Synergy_Loewe=-10.6, Synergy_HSA=-6.98. (2) Drug 1: CCCS(=O)(=O)NC1=C(C(=C(C=C1)F)C(=O)C2=CNC3=C2C=C(C=N3)C4=CC=C(C=C4)Cl)F. Drug 2: C1=CC(=CC=C1CC(C(=O)O)N)N(CCCl)CCCl.Cl. Cell line: SK-OV-3. Synergy scores: CSS=12.1, Synergy_ZIP=-1.45, Synergy_Bliss=1.29, Synergy_Loewe=-3.95, Synergy_HSA=-0.694. (3) Drug 1: CC1=C(C(CCC1)(C)C)C=CC(=CC=CC(=CC(=O)O)C)C. Drug 2: CN(C(=O)NC(C=O)C(C(C(CO)O)O)O)N=O. Cell line: SNB-19. Synergy scores: CSS=-3.04, Synergy_ZIP=1.23, Synergy_Bliss=-0.677, Synergy_Loewe=-3.51, Synergy_HSA=-3.22. (4) Drug 1: C1CC(C1)(C(=O)O)C(=O)O.[NH2-].[NH2-].[Pt+2]. Drug 2: C1=CC=C(C(=C1)C(C2=CC=C(C=C2)Cl)C(Cl)Cl)Cl. Cell line: A498. Synergy scores: CSS=-3.44, Synergy_ZIP=0.947, Synergy_Bliss=1.12, Synergy_Loewe=-1.39, Synergy_HSA=-1.86.